From a dataset of Forward reaction prediction with 1.9M reactions from USPTO patents (1976-2016). Predict the product of the given reaction. (1) Given the reactants [NH2:1][C:2]1[CH:3]=[C:4]([CH:18]=[CH:19][C:20]=1[NH2:21])[C:5]([NH:7][C:8]1[CH:17]=[CH:16][C:15]2[C:10](=[CH:11][CH:12]=[CH:13][CH:14]=2)[N:9]=1)=[O:6].C[O:23][C:24](=[O:39])[C:25]([CH3:38])([CH3:37])[CH2:26][C:27]1[CH:32]=[C:31]([CH3:33])[C:30]([CH:34]=O)=[C:29]([CH3:36])[CH:28]=1, predict the reaction product. The product is: [CH3:36][C:29]1[CH:28]=[C:27]([CH2:26][C:25]([CH3:38])([CH3:37])[C:24]([OH:39])=[O:23])[CH:32]=[C:31]([CH3:33])[C:30]=1[C:34]1[NH:1][C:2]2[CH:3]=[C:4]([C:5](=[O:6])[NH:7][C:8]3[CH:17]=[CH:16][C:15]4[C:10](=[CH:11][CH:12]=[CH:13][CH:14]=4)[N:9]=3)[CH:18]=[CH:19][C:20]=2[N:21]=1. (2) Given the reactants [F:1][C:2]([F:31])([F:30])[C:3]1[CH:8]=[CH:7][C:6]([C:9]2[O:13][N:12]=[C:11]([CH:14]3[CH2:17][C:16]4([CH2:22][CH2:21][N:20](C(OC(C)(C)C)=O)[CH2:19][CH2:18]4)[CH2:15]3)[N:10]=2)=[CH:5][CH:4]=1.[F:32][C:33]([F:38])([F:37])[C:34]([OH:36])=[O:35], predict the reaction product. The product is: [F:32][C:33]([F:38])([F:37])[C:34]([OH:36])=[O:35].[F:30][C:2]([F:1])([F:31])[C:3]1[CH:8]=[CH:7][C:6]([C:9]2[O:13][N:12]=[C:11]([CH:14]3[CH2:17][C:16]4([CH2:18][CH2:19][NH:20][CH2:21][CH2:22]4)[CH2:15]3)[N:10]=2)=[CH:5][CH:4]=1. (3) Given the reactants [P:1]([O-:5])([O-:4])([O-:3])=[O:2].[Na+].[Na+].[Na+].[Cl-].[Ca+2:10].[Cl-], predict the reaction product. The product is: [P:1]([O-:5])([O-:4])([O-:3])=[O:2].[Ca+2:10].[Ca+2:10].[Ca+2:10].[P:1]([O-:5])([O-:4])([O-:3])=[O:2]. (4) Given the reactants [O:1]1[CH:5]=[CH:4][CH:3]=[C:2]1[C:6]1[O:7][C:8]([CH3:31])=[C:9]([CH2:11][O:12][C:13]2[CH:28]=[CH:27][C:16]([CH2:17][O:18][C:19]3[N:26]=[CH:25][CH:24]=[CH:23][C:20]=3[CH:21]=O)=[CH:15][C:14]=2[O:29][CH3:30])[N:10]=1.[CH2:32](P(=O)(OCC)OCC)[P:33](=[O:40])([O:37][CH2:38][CH3:39])[O:34][CH2:35][CH3:36].CN(C)C=O.[H-].[Na+], predict the reaction product. The product is: [O:1]1[CH:5]=[CH:4][CH:3]=[C:2]1[C:6]1[O:7][C:8]([CH3:31])=[C:9]([CH2:11][O:12][C:13]2[CH:28]=[CH:27][C:16]([CH2:17][O:18][C:19]3[C:20](/[CH:21]=[CH:32]/[P:33](=[O:40])([O:37][CH2:38][CH3:39])[O:34][CH2:35][CH3:36])=[CH:23][CH:24]=[CH:25][N:26]=3)=[CH:15][C:14]=2[O:29][CH3:30])[N:10]=1. (5) Given the reactants [C-:1]#[N:2].C([Al+]CC)C.CC(O)C.[F:12][C:13]1([F:30])[CH2:18][CH2:17][CH:16](/[CH:19]=[N:20]/[S@:21]([C:23]2[CH:28]=[CH:27][C:26]([CH3:29])=[CH:25][CH:24]=2)=[O:22])[CH2:15][CH2:14]1.[NH4+].[Cl-], predict the reaction product. The product is: [C:1]([C@H:19]([CH:16]1[CH2:17][CH2:18][C:13]([F:12])([F:30])[CH2:14][CH2:15]1)[NH:20][S@:21]([C:23]1[CH:28]=[CH:27][C:26]([CH3:29])=[CH:25][CH:24]=1)=[O:22])#[N:2]. (6) Given the reactants [CH2:1]([Si:3]([CH2:50][CH3:51])([CH:47]([CH3:49])[CH3:48])[O:4][CH:5]1[CH2:17][CH2:16][CH:15]([CH3:18])[CH:14](O)[CH:13]=[CH:12][CH:11]([CH3:20])[CH:10](/[C:21](/[CH3:46])=[CH:22]/[CH:23]=[CH:24]/[C:25]([OH:45])([CH3:44])[CH2:26][CH:27]2[O:43][CH:28]2[CH:29]([CH3:42])[CH:30]([O:33][Si:34]([CH2:40][CH3:41])([CH2:38][CH3:39])[CH:35]([CH3:37])[CH3:36])[CH2:31][CH3:32])[O:9][C:7](=[O:8])[CH2:6]1)[CH3:2].C(N(CC)CC)C.ClC([O:62][C:63]1[CH:68]=[CH:67][C:66]([N+:69]([O-:71])=[O:70])=[CH:65][CH:64]=1)=O.[C:72]([O:75]CC)(=[O:74])C, predict the reaction product. The product is: [CH2:50]([Si:3]([CH2:1][CH3:2])([CH:47]([CH3:48])[CH3:49])[O:4][CH:5]1[CH2:17][CH2:16][CH:15]([CH3:18])[CH:14]([C:72]([O:75][O:62][C:63]2[CH:64]=[CH:65][C:66]([N+:69]([O-:71])=[O:70])=[CH:67][CH:68]=2)=[O:74])[CH:13]=[CH:12][CH:11]([CH3:20])[CH:10](/[C:21](/[CH3:46])=[CH:22]/[CH:23]=[CH:24]/[C:25]([OH:45])([CH3:44])[CH2:26][CH:27]2[O:43][CH:28]2[CH:29]([CH3:42])[CH:30]([O:33][Si:34]([CH2:40][CH3:41])([CH2:38][CH3:39])[CH:35]([CH3:36])[CH3:37])[CH2:31][CH3:32])[O:9][C:7](=[O:8])[CH2:6]1)[CH3:51]. (7) Given the reactants COC1C=CC(C[S:8][C@H:9]2[CH2:13][N:12]([C:14]([OH:16])=[O:15])[C@H:11]([CH2:17][CH2:18][CH2:19][N:20]3[CH:24]=[CH:23][CH:22]=[CH:21]3)[CH2:10]2)=CC=1.C([SiH]([CH2:32][CH3:33])CC)C.[C:34](O)([C:36](F)(F)F)=O, predict the reaction product. The product is: [CH2:34]([O:16][C:14]([N:12]1[CH2:13][C@H:9]([SH:8])[CH2:10][C@@H:11]1[CH2:17][CH2:18][CH2:19][N:20]1[CH:21]=[CH:22][CH:23]=[CH:24]1)=[O:15])[CH2:36][CH2:32][CH3:33].